This data is from NCI-60 drug combinations with 297,098 pairs across 59 cell lines. The task is: Regression. Given two drug SMILES strings and cell line genomic features, predict the synergy score measuring deviation from expected non-interaction effect. (1) Drug 1: C1=CC(=CC=C1CCC2=CNC3=C2C(=O)NC(=N3)N)C(=O)NC(CCC(=O)O)C(=O)O. Drug 2: C(CC(=O)O)C(=O)CN.Cl. Cell line: SF-539. Synergy scores: CSS=31.1, Synergy_ZIP=-5.96, Synergy_Bliss=-10.1, Synergy_Loewe=-18.6, Synergy_HSA=-7.93. (2) Drug 1: CC(CN1CC(=O)NC(=O)C1)N2CC(=O)NC(=O)C2. Drug 2: CC1=C2C(C(=O)C3(C(CC4C(C3C(C(C2(C)C)(CC1OC(=O)C(C(C5=CC=CC=C5)NC(=O)C6=CC=CC=C6)O)O)OC(=O)C7=CC=CC=C7)(CO4)OC(=O)C)O)C)OC(=O)C. Cell line: HCT-15. Synergy scores: CSS=28.4, Synergy_ZIP=-7.26, Synergy_Bliss=-4.44, Synergy_Loewe=-2.54, Synergy_HSA=-2.48. (3) Drug 1: C1C(C(OC1N2C=C(C(=O)NC2=O)F)CO)O. Drug 2: C1CN(CCN1C(=O)CCBr)C(=O)CCBr. Cell line: MOLT-4. Synergy scores: CSS=57.7, Synergy_ZIP=-1.58, Synergy_Bliss=-2.49, Synergy_Loewe=-5.97, Synergy_HSA=-1.70. (4) Drug 1: C1CCN(CC1)CCOC2=CC=C(C=C2)C(=O)C3=C(SC4=C3C=CC(=C4)O)C5=CC=C(C=C5)O. Drug 2: CC1=C(C(CCC1)(C)C)C=CC(=CC=CC(=CC(=O)O)C)C. Cell line: SN12C. Synergy scores: CSS=8.73, Synergy_ZIP=-5.07, Synergy_Bliss=-2.80, Synergy_Loewe=-4.16, Synergy_HSA=-3.34.